From a dataset of Reaction yield outcomes from USPTO patents with 853,638 reactions. Predict the reaction yield, written as a fraction of the theoretical maximum amount of product (1.0 means a 100% yield; for example, 0.34 means a 34% yield). (1) The reactants are [CH3:1][N:2]1[C:6]2=[N:7][CH:8]=[CH:9][CH:10]=[C:5]2[CH:4]=[C:3]1[C:11]1[CH:16]=[CH:15][CH:14]=[CH:13][CH:12]=1.Cl.[CH3:18][NH:19][CH3:20].[CH3:21]C1OC(C)OC(C)O1. The catalyst is C(O)CCC. The product is [CH3:18][N:19]([CH3:21])[CH2:20][C:4]1[C:5]2[C:6](=[N:7][CH:8]=[CH:9][CH:10]=2)[N:2]([CH3:1])[C:3]=1[C:11]1[CH:16]=[CH:15][CH:14]=[CH:13][CH:12]=1. The yield is 0.810. (2) The reactants are I[C:2]1[CH:3]=[C:4]2[C:9](=[CH:10][CH:11]=1)[N:8]=[C:7]([C:12]1[CH:17]=[N:16][CH:15]=[CH:14][N:13]=1)[N:6]=[C:5]2[NH:18][CH3:19].[CH3:20][O:21][C:22]1[CH:23]=[C:24](B(O)O)[CH:25]=[CH:26][CH:27]=1.O.[O-]P([O-])([O-])=O.[K+].[K+].[K+]. The catalyst is O1CCOCC1.O.CC(P(C(C)(C)C)C1C=CC(N(C)C)=CC=1)(C)C.CC(P(C(C)(C)C)C1C=CC(N(C)C)=CC=1)(C)C.Cl[Pd]Cl. The product is [CH3:20][O:21][C:22]1[CH:27]=[C:26]([C:2]2[CH:3]=[C:4]3[C:9](=[CH:10][CH:11]=2)[N:8]=[C:7]([C:12]2[CH:17]=[N:16][CH:15]=[CH:14][N:13]=2)[N:6]=[C:5]3[NH:18][CH3:19])[CH:25]=[CH:24][CH:23]=1. The yield is 0.260. (3) The reactants are [NH2:1][C:2]1[CH:7]=[CH:6][C:5]([Br:8])=[CH:4][C:3]=1[CH2:9][OH:10]. The catalyst is C(Cl)Cl.O=[Mn]=O. The product is [NH2:1][C:2]1[CH:7]=[CH:6][C:5]([Br:8])=[CH:4][C:3]=1[CH:9]=[O:10]. The yield is 0.810. (4) The reactants are [P:1](Cl)(Cl)(Cl)=[O:2].[F:6][C:7]1[CH:32]=[CH:31][C:10]([CH2:11][N:12]2[CH2:16][CH2:15][C@@H:14]([N:17]3[CH2:22][CH2:21][CH:20]([C:23]4[CH:28]=[CH:27][C:26]([OH:29])=[CH:25][CH:24]=4)[CH2:19][CH2:18]3)[C:13]2=[O:30])=[CH:9][CH:8]=1.C(N(CC)CC)C.[OH-:40].[Na+].C[O-:43].[Na+]. The catalyst is C1COCC1.CO. The product is [P:1]([OH:2])([OH:43])([O:29][C:26]1[CH:27]=[CH:28][C:23]([CH:20]2[CH2:21][CH2:22][N:17]([C@@H:14]3[CH2:15][CH2:16][N:12]([CH2:11][C:10]4[CH:9]=[CH:8][C:7]([F:6])=[CH:32][CH:31]=4)[C:13]3=[O:30])[CH2:18][CH2:19]2)=[CH:24][CH:25]=1)=[O:40]. The yield is 0.190. (5) The reactants are [CH2:1]([O:8][P:9]([O-:18])[O:10][CH2:11][C:12]1[CH:17]=[CH:16][CH:15]=[CH:14][CH:13]=1)[C:2]1[CH:7]=[CH:6][CH:5]=[CH:4][CH:3]=1.IC1C=CC=C(CC([O-])=O)C=1CC([O-])=O. The catalyst is CC#N. The product is [CH2:11]([O:10][PH:9](=[O:18])[O:8][CH2:1][C:2]1[CH:3]=[CH:4][CH:5]=[CH:6][CH:7]=1)[C:12]1[CH:13]=[CH:14][CH:15]=[CH:16][CH:17]=1. The yield is 0.880.